Task: Predict the reactants needed to synthesize the given product.. Dataset: Full USPTO retrosynthesis dataset with 1.9M reactions from patents (1976-2016) (1) Given the product [NH:3]1[C:7]2[CH:8]=[CH:9][CH:10]=[CH:11][C:6]=2[N:5]=[C:4]1[CH:12]([NH2:24])[CH2:13][C:14]1[CH:19]=[CH:18][C:17]([C:20]([F:23])([F:22])[CH3:21])=[CH:16][CH:15]=1, predict the reactants needed to synthesize it. The reactants are: N#N.[NH:3]1[C:7]2[CH:8]=[CH:9][CH:10]=[CH:11][C:6]=2[N:5]=[C:4]1[CH:12]([NH:24]C(=O)OC(C)(C)C)[CH2:13][C:14]1[CH:19]=[CH:18][C:17]([C:20]([F:23])([F:22])[CH3:21])=[CH:16][CH:15]=1.Cl. (2) Given the product [OH:2][C:3]1[CH:4]=[C:5]([C:14]([C:17]2[CH:18]=[C:19]([NH:23][C:24]([C:26]3[NH:27][C:28]4[C:33]([CH:34]=3)=[CH:32][CH:31]=[C:30]([NH:35][S:36]([CH3:39])(=[O:37])=[O:38])[CH:29]=4)=[O:25])[CH:20]=[CH:21][CH:22]=2)([CH3:16])[CH3:15])[CH:6]=[C:7]([O:9][C:10]([F:12])([F:11])[F:13])[CH:8]=1, predict the reactants needed to synthesize it. The reactants are: C[O:2][C:3]1[CH:4]=[C:5]([C:14]([C:17]2[CH:18]=[C:19]([NH:23][C:24]([C:26]3[NH:27][C:28]4[C:33]([CH:34]=3)=[CH:32][CH:31]=[C:30]([NH:35][S:36]([CH3:39])(=[O:38])=[O:37])[CH:29]=4)=[O:25])[CH:20]=[CH:21][CH:22]=2)([CH3:16])[CH3:15])[CH:6]=[C:7]([O:9][C:10]([F:13])([F:12])[F:11])[CH:8]=1.B(Br)(Br)Br.O.